This data is from Reaction yield outcomes from USPTO patents with 853,638 reactions. The task is: Predict the reaction yield, written as a fraction of the theoretical maximum amount of product (1.0 means a 100% yield; for example, 0.34 means a 34% yield). (1) The reactants are C([NH:8][C:9]1[C:10]([CH3:32])=[C:11]([CH3:31])[C:12]2[O:16][CH2:15][CH:14]([C:17]3[CH:22]=[CH:21][C:20]([C:23]4[CH:28]=[CH:27][CH:26]=[CH:25][CH:24]=4)=[CH:19][CH:18]=3)[C:13]=2[C:29]=1[CH3:30])C1C=CC=CC=1. The catalyst is CCCCCC. The product is [C:20]1([C:23]2[CH:24]=[CH:25][CH:26]=[CH:27][CH:28]=2)[CH:21]=[CH:22][C:17]([CH:14]2[C:13]3[C:29]([CH3:30])=[C:9]([NH2:8])[C:10]([CH3:32])=[C:11]([CH3:31])[C:12]=3[O:16][CH2:15]2)=[CH:18][CH:19]=1. The yield is 0.890. (2) The reactants are C([O-])([O-])=O.[Na+].[Na+].Br[C:8]1[NH:9][CH:10]=[C:11]([CH:13]=[O:14])[CH:12]=1.[S:15]1[CH:19]=[CH:18][CH:17]=[C:16]1B(O)O.C(Cl)Cl. The catalyst is O.CN(C=O)C.C1C=CC([P]([Pd]([P](C2C=CC=CC=2)(C2C=CC=CC=2)C2C=CC=CC=2)([P](C2C=CC=CC=2)(C2C=CC=CC=2)C2C=CC=CC=2)[P](C2C=CC=CC=2)(C2C=CC=CC=2)C2C=CC=CC=2)(C2C=CC=CC=2)C2C=CC=CC=2)=CC=1. The product is [S:15]1[CH:19]=[CH:18][CH:17]=[C:16]1[C:8]1[NH:9][CH:10]=[C:11]([CH:13]=[O:14])[CH:12]=1. The yield is 0.610. (3) The yield is 1.00. The reactants are [F:1][C:2]1[CH:3]=[C:4]([C:9]2[CH:14]=[CH:13][C:12]([CH2:15][CH2:16][CH3:17])=[CH:11][CH:10]=2)[CH:5]=[C:6]([F:8])[CH:7]=1.C([Li])CCC.CN([CH:26]=[O:27])C.Cl. The product is [F:1][C:2]1[CH:3]=[C:4]([C:9]2[CH:14]=[CH:13][C:12]([CH2:15][CH2:16][CH3:17])=[CH:11][CH:10]=2)[CH:5]=[C:6]([F:8])[C:7]=1[CH:26]=[O:27]. The catalyst is C1COCC1. (4) The reactants are [CH3:1][O:2][C:3](=[O:9])[CH2:4][C:5]([O:7][CH3:8])=[O:6].Br[CH2:11][CH2:12][CH2:13][CH2:14]Br.C([O-])([O-])=O.[K+].[K+].F[B-](F)(F)F.C([N+]1C=CN(C)C=1)CCC. The catalyst is CN(C=O)C.O. The product is [CH3:1][O:2][C:3]([C:4]1([C:5]([O:7][CH3:8])=[O:6])[CH2:14][CH2:13][CH2:12][CH2:11]1)=[O:9]. The yield is 0.820. (5) The reactants are Cl.[CH3:2][O:3][C:4](=[O:15])[C@H:5]([CH2:7][C:8]1[CH:13]=[CH:12][C:11]([OH:14])=[CH:10][CH:9]=1)[NH2:6].C(N(CC)CC)C.Cl.[C:24](Cl)(=[O:32])[CH2:25][CH2:26][CH2:27][CH2:28][CH2:29][CH2:30][CH3:31]. The catalyst is O.ClCCl. The product is [OH:14][C:11]1[CH:10]=[CH:9][C:8]([CH2:7][C@H:5]([NH:6][C:24](=[O:32])[CH2:25][CH2:26][CH2:27][CH2:28][CH2:29][CH2:30][CH3:31])[C:4]([O:3][CH3:2])=[O:15])=[CH:13][CH:12]=1. The yield is 0.933. (6) The reactants are [NH:1]1[CH:5]=[CH:4][CH:3]=[C:2]1[C:6]1C(=O)[C:9](=[O:12])[C:8]2([CH2:17][CH2:16][CH2:15][CH2:14][CH2:13]2)[N:7]=1.[NH2:18][C@H:19]([CH2:23][OH:24])[CH:20]([CH3:22])[CH3:21].C(OCC)(=[O:27])C. No catalyst specified. The yield is 0.764. The product is [NH:1]1[CH:5]=[CH:4][CH:3]=[C:2]1[C:6]([NH:7][C:8]1([C:9]([NH:18][C@H:19]([CH2:23][OH:24])[CH:20]([CH3:22])[CH3:21])=[O:12])[CH2:13][CH2:14][CH2:15][CH2:16][CH2:17]1)=[O:27]. (7) The reactants are C[O:2][C:3](=[O:34])[C@H:4]([CH2:16][C:17]1[CH:22]=[CH:21][C:20]([NH:23][C:24]([C:26]2[C:31]([Cl:32])=[CH:30][CH:29]=[CH:28][C:27]=2[Cl:33])=[O:25])=[CH:19][CH:18]=1)[NH:5][C:6]([C:8]1[C:13]([CH3:14])=[CH:12][CH:11]=[CH:10][C:9]=1[Cl:15])=[S:7].[OH-].[Na+]. The catalyst is C(O)C. The product is [Cl:15][C:9]1[CH:10]=[CH:11][CH:12]=[C:13]([CH3:14])[C:8]=1[C:6](=[S:7])[NH:5][C@H:4]([C:3]([OH:34])=[O:2])[CH2:16][C:17]1[CH:18]=[CH:19][C:20]([NH:23][C:24]([C:26]2[C:27]([Cl:33])=[CH:28][CH:29]=[CH:30][C:31]=2[Cl:32])=[O:25])=[CH:21][CH:22]=1. The yield is 0.960. (8) The reactants are I[C:2]1[C:10]2[N:9]=[CH:8][N:7]([CH2:11][O:12][CH2:13][CH2:14][Si:15]([CH3:18])([CH3:17])[CH3:16])[C:6]=2[CH:5]=[CH:4][CH:3]=1.[F:19][C:20]1[CH:25]=[CH:24][C:23]([C:26]2[CH:27]=[C:28]3[C:33](=[CH:34][CH:35]=2)[CH:32]=[C:31]([S:36]([O-:38])=[O:37])[CH:30]=[CH:29]3)=[CH:22][CH:21]=1.[Na+]. No catalyst specified. The product is [F:19][C:20]1[CH:25]=[CH:24][C:23]([C:26]2[CH:27]=[C:28]3[C:33](=[CH:34][CH:35]=2)[CH:32]=[C:31]([S:36]([C:2]2[C:10]4[N:9]=[CH:8][N:7]([CH2:11][O:12][CH2:13][CH2:14][Si:15]([CH3:18])([CH3:17])[CH3:16])[C:6]=4[CH:5]=[CH:4][CH:3]=2)(=[O:38])=[O:37])[CH:30]=[CH:29]3)=[CH:22][CH:21]=1. The yield is 0.390.